From a dataset of Full USPTO retrosynthesis dataset with 1.9M reactions from patents (1976-2016). Predict the reactants needed to synthesize the given product. (1) Given the product [O:19]=[C:17]([N:22]1[CH2:23][CH2:25][CH2:28][CH2:26]1)[C@H:9]([NH:8][C:1](=[O:2])[O:3][C:4]([CH3:5])([CH3:6])[CH3:7])[CH2:10][C:11]1[CH:12]=[CH:13][N:14]=[CH:15][CH:16]=1, predict the reactants needed to synthesize it. The reactants are: [C:1]([NH:8][C@H:9]([C:17]([OH:19])=O)[CH2:10][C:11]1[CH:16]=[CH:15][N:14]=[CH:13][CH:12]=1)([O:3][C:4]([CH3:7])([CH3:6])[CH3:5])=[O:2].CC[N:22]([CH:26]([CH3:28])C)[CH:23]([CH3:25])C.ClC(OCC(C)C)=O.N1CCCC1. (2) The reactants are: [N:1]1[C:10]2[C:5](=[C:6]([NH:11][C:12]([N:14]3[CH2:19][CH2:18][N:17]([C:20]4[N:21]=[N:22][C:23]([NH2:26])=[CH:24][CH:25]=4)[CH2:16][CH:15]3[CH:27]([CH3:29])[CH3:28])=[S:13])[CH:7]=[CH:8][CH:9]=2)[CH:4]=[CH:3][CH:2]=1.[OH:30][CH2:31][CH2:32][C:33](O)=[O:34]. Given the product [OH:34][CH2:33][CH2:32][C:31]([NH:26][C:23]1[N:22]=[N:21][C:20]([N:17]2[CH2:18][CH2:19][N:14]([C:12](=[S:13])[NH:11][C:6]3[CH:7]=[CH:8][CH:9]=[C:10]4[C:5]=3[CH:4]=[CH:3][CH:2]=[N:1]4)[CH:15]([CH:27]([CH3:29])[CH3:28])[CH2:16]2)=[CH:25][CH:24]=1)=[O:30], predict the reactants needed to synthesize it. (3) Given the product [NH2:44][C@@H:4]1[CH2:9][CH2:8][CH2:7][C@H:6]([NH:10][C:11](=[O:20])[O:12][CH2:13][C:14]2[CH:19]=[CH:18][CH:17]=[CH:16][CH:15]=2)[CH2:5]1, predict the reactants needed to synthesize it. The reactants are: C([C@@H:4]1[CH2:9][CH2:8][CH2:7][C@H:6]([NH:10][C:11](=[O:20])[O:12][CH2:13][C:14]2[CH:19]=[CH:18][CH:17]=[CH:16][CH:15]=2)[CH2:5]1)(=O)N.FC(F)(F)C(OC1C(OC(=O)C(F)(F)F)=C(I)C=CC=1)=O.C(#[N:44])C. (4) Given the product [O:3]1[C:8]2=[CH:9][CH:10]=[CH:11][C:7]2=[CH:6][C:5]([CH:12]2[CH2:17][CH2:16][CH2:15][CH2:14][N:13]2[CH2:18][CH2:19][C@H:20]2[CH2:21][CH2:22][C@H:23]([NH:26][C:33](=[O:34])[C:32]3[CH:36]=[CH:37][C:29]([CH2:27][CH3:28])=[CH:30][CH:31]=3)[CH2:24][CH2:25]2)=[CH:4]1, predict the reactants needed to synthesize it. The reactants are: Cl.Cl.[O:3]1[C:8]2=[CH:9][CH:10]=[CH:11][C:7]2=[CH:6][C:5]([CH:12]2[CH2:17][CH2:16][CH2:15][CH2:14][N:13]2[CH2:18][CH2:19][C@H:20]2[CH2:25][CH2:24][C@H:23]([NH2:26])[CH2:22][CH2:21]2)=[CH:4]1.[CH2:27]([C:29]1[CH:37]=[CH:36][C:32]([C:33](O)=[O:34])=[CH:31][CH:30]=1)[CH3:28]. (5) Given the product [CH3:12][N:10]1[C:11]2[C:6](=[CH:5][CH:4]=[C:3]([O:14][CH3:15])[C:2]=2[CH2:18][CH:17]=[CH2:16])[CH:7]=[CH:8][C:9]1=[O:13], predict the reactants needed to synthesize it. The reactants are: Br[C:2]1[C:3]([O:14][CH3:15])=[CH:4][CH:5]=[C:6]2[C:11]=1[N:10]([CH3:12])[C:9](=[O:13])[CH:8]=[CH:7]2.[CH2:16]([Sn](CCCC)(CCCC)CCCC)[CH:17]=[CH2:18].[F-].[Cs+]. (6) Given the product [Cl:1][C:2]1[N:3]=[CH:4][C:5]2[NH:21][C:10](=[O:11])[C@H:9]([CH2:14][CH3:15])[N:8]([CH:16]3[CH2:20][CH2:19][CH2:18][CH2:17]3)[C:6]=2[N:7]=1, predict the reactants needed to synthesize it. The reactants are: [Cl:1][C:2]1[N:7]=[C:6]([N:8]([CH:16]2[CH2:20][CH2:19][CH2:18][CH2:17]2)[C@@H:9]([CH2:14][CH3:15])[C:10](OC)=[O:11])[C:5]([N+:21]([O-])=O)=[CH:4][N:3]=1. (7) Given the product [O:11]1[C:10]2[CH:14]=[CH:15][C:7]([N:5]([CH3:6])[C:3](=[O:4])[C@@H:2]([NH:1][C:50]([NH:49][S:46]([C:41]3[CH:42]=[CH:43][CH:44]=[CH:45][C:40]=3[CH3:39])(=[O:48])=[O:47])=[O:51])[CH2:16][C:17]3[CH:22]=[CH:21][CH:20]=[CH:19][CH:18]=3)=[CH:8][C:9]=2[O:13][CH2:12]1, predict the reactants needed to synthesize it. The reactants are: [NH2:1][C@@H:2]([CH2:16][C:17]1[CH:22]=[CH:21][CH:20]=[CH:19][CH:18]=1)[C:3]([N:5]([C:7]1[CH:15]=[CH:14][C:10]2[O:11][CH2:12][O:13][C:9]=2[CH:8]=1)[CH3:6])=[O:4].C(O)(C(F)(F)F)=O.C(N(C(C)C)CC)(C)C.[CH3:39][C:40]1[CH:45]=[CH:44][CH:43]=[CH:42][C:41]=1[S:46]([N:49]=[C:50]=[O:51])(=[O:48])=[O:47].